This data is from Catalyst prediction with 721,799 reactions and 888 catalyst types from USPTO. The task is: Predict which catalyst facilitates the given reaction. (1) Reactant: Cl.[F:2][C:3]1[CH:8]=[C:7]([F:9])[CH:6]=[CH:5][C:4]=1[N:10]1[CH:14]([C:15]2[CH:16]=[C:17]([N:21]3[CH2:26][CH2:25][NH:24][CH2:23][CH2:22]3)[CH:18]=[N:19][CH:20]=2)[CH2:13][C:12]([C:27]([F:33])([F:32])[C:28]([F:31])([F:30])[F:29])=[N:11]1.C(N(CC)CC)C.[CH3:41][S:42](Cl)(=[O:44])=[O:43]. Product: [F:2][C:3]1[CH:8]=[C:7]([F:9])[CH:6]=[CH:5][C:4]=1[N:10]1[CH:14]([C:15]2[CH:16]=[C:17]([N:21]3[CH2:26][CH2:25][N:24]([S:42]([CH3:41])(=[O:44])=[O:43])[CH2:23][CH2:22]3)[CH:18]=[N:19][CH:20]=2)[CH2:13][C:12]([C:27]([F:33])([F:32])[C:28]([F:29])([F:30])[F:31])=[N:11]1. The catalyst class is: 4. (2) Reactant: [CH3:1][O:2][C:3]1[N:8]=[C:7]([C:9]2[CH:13]=[CH:12][S:11][C:10]=2[CH:14]=O)[CH:6]=[CH:5][CH:4]=1.[CH3:16][C:17]([CH3:19])=[O:18].[OH-].[Na+].Cl. Product: [CH3:1][O:2][C:3]1[N:8]=[C:7]([C:9]2[CH:13]=[CH:12][S:11][C:10]=2/[CH:14]=[CH:16]/[C:17](=[O:18])[CH3:19])[CH:6]=[CH:5][CH:4]=1. The catalyst class is: 6. (3) Reactant: C(OC(=O)[NH:7][C@@H:8]([CH2:29][C:30]1[CH:35]=[CH:34][C:33]([NH2:36])=[CH:32][CH:31]=1)[C@H:9]([OH:28])[CH2:10][NH:11][C:12]1([C:18]2[CH:23]=[CH:22][CH:21]=[C:20]([C:24]([CH3:27])([CH3:26])[CH3:25])[CH:19]=2)[CH2:17][CH2:16][CH2:15][CH2:14][CH2:13]1)(C)(C)C.[Cl:38][C:39]1[CH:44]=[C:43]([C:45]2[CH:50]=[CH:49][C:48]([F:51])=[CH:47][CH:46]=2)[N:42]=[CH:41][N:40]=1.Cl. Product: [ClH:38].[NH2:7][C@@H:8]([CH2:29][C:30]1[CH:31]=[CH:32][C:33]([NH:36][C:39]2[CH:44]=[C:43]([C:45]3[CH:50]=[CH:49][C:48]([F:51])=[CH:47][CH:46]=3)[N:42]=[CH:41][N:40]=2)=[CH:34][CH:35]=1)[C@H:9]([OH:28])[CH2:10][NH:11][C:12]1([C:18]2[CH:23]=[CH:22][CH:21]=[C:20]([C:24]([CH3:26])([CH3:25])[CH3:27])[CH:19]=2)[CH2:17][CH2:16][CH2:15][CH2:14][CH2:13]1. The catalyst class is: 41. (4) Reactant: [C:1]([N:8]([CH2:12][CH2:13][OH:14])[CH2:9][CH2:10][OH:11])([O:3][C:4]([CH3:7])([CH3:6])[CH3:5])=[O:2].C(N(CC)CC)C.Cl[C:23](Cl)([O:25]C(=O)OC(Cl)(Cl)Cl)Cl. Product: [C:1]([N:8]1[CH2:9][CH2:10][O:11][C:23](=[O:25])[O:14][CH2:13][CH2:12]1)([O:3][C:4]([CH3:6])([CH3:7])[CH3:5])=[O:2]. The catalyst class is: 4.